From a dataset of Forward reaction prediction with 1.9M reactions from USPTO patents (1976-2016). Predict the product of the given reaction. (1) Given the reactants OCC([CH2:9][O:10][CH3:11])(C(C)C)CO.[H-].[Na+].[CH2:24]([C:16](CO)([CH2:19]O)[CH2:17]C)[OH:23].[OH:23][CH2:24][C:16](COC)([CH:19](C)C)[CH2:17]O.CI.[CH2:36]1[CH2:40][O:39][CH2:38][CH2:37]1, predict the reaction product. The product is: [CH3:9][O:10][CH2:11][C:36]([CH2:37][O:23][CH3:24])([CH2:40][O:39][CH3:38])[CH:16]([CH3:19])[CH3:17]. (2) Given the reactants CS(O[CH:6]([C:24]1[CH:29]=[CH:28][C:27]([N+:30]([O-:32])=[O:31])=[CH:26][CH:25]=1)[CH2:7][CH2:8][CH:9](OS(C)(=O)=O)[C:10]1[CH:15]=[CH:14][C:13]([N+:16]([O-:18])=[O:17])=[CH:12][CH:11]=1)(=O)=O.[C:33]([C:37]1[CH:43]=[CH:42][C:40]([NH2:41])=[CH:39][CH:38]=1)([CH3:36])([CH3:35])[CH3:34].C(OCC)(=O)C.Cl, predict the reaction product. The product is: [C:33]([C:37]1[CH:38]=[CH:39][C:40]([N:41]2[CH:9]([C:10]3[CH:15]=[CH:14][C:13]([N+:16]([O-:18])=[O:17])=[CH:12][CH:11]=3)[CH2:8][CH2:7][CH:6]2[C:24]2[CH:29]=[CH:28][C:27]([N+:30]([O-:32])=[O:31])=[CH:26][CH:25]=2)=[CH:42][CH:43]=1)([CH3:36])([CH3:34])[CH3:35]. (3) Given the reactants [OH:1][C:2]1[C:3](=[O:17])[NH:4][C:5]2[C:10]([C:11]=1[C:12]([O:14][CH2:15][CH3:16])=[O:13])=[CH:9][CH:8]=[CH:7][CH:6]=2.C(=O)([O-])[O-].[Cs+].[Cs+].Br[CH2:25][CH:26]([CH3:28])[CH3:27], predict the reaction product. The product is: [CH2:25]([O:1][C:2]1[C:3](=[O:17])[N:4]([CH2:9][CH:10]([CH3:11])[CH3:5])[C:5]2[C:10]([C:11]=1[C:12]([O:14][CH2:15][CH3:16])=[O:13])=[CH:9][CH:8]=[CH:7][CH:6]=2)[CH:26]([CH3:28])[CH3:27]. (4) Given the reactants S(Cl)([Cl:3])=O.O[CH2:6][C:7]1[C:12]2[NH:13][C:14]([CH2:16][N:17]([CH3:31])[S:18]([C:21]3[C:26]([CH3:27])=[CH:25][C:24]([O:28][CH3:29])=[CH:23][C:22]=3[CH3:30])(=[O:20])=[O:19])=[N:15][C:11]=2[CH:10]=[CH:9][CH:8]=1.C1COCC1, predict the reaction product. The product is: [Cl:3][CH2:6][C:7]1[C:12]2[NH:13][C:14]([CH2:16][N:17]([CH3:31])[S:18]([C:21]3[C:26]([CH3:27])=[CH:25][C:24]([O:28][CH3:29])=[CH:23][C:22]=3[CH3:30])(=[O:20])=[O:19])=[N:15][C:11]=2[CH:10]=[CH:9][CH:8]=1. (5) Given the reactants ClC1N=NC(NS(CC2C=CC(F)=C(F)C=2)(=O)=O)=C(O)C=1.[Br:22][C:23]1[N:24]=[C:25]([O:30]C)[C:26]([NH2:29])=[N:27][CH:28]=1.ClC1N=C(OC)C(N)=NC=1.[Cl:42][C:43]1[CH:44]=[C:45]([CH2:50][S:51](Cl)(=[O:53])=[O:52])[CH:46]=[C:47]([Cl:49])[CH:48]=1.FC1C=C(CS(Cl)(=O)=O)C=CC=1F, predict the reaction product. The product is: [Br:22][C:23]1[N:24]=[C:25]([OH:30])[C:26]([NH:29][S:51]([CH2:50][C:45]2[CH:46]=[C:47]([Cl:49])[CH:48]=[C:43]([Cl:42])[CH:44]=2)(=[O:53])=[O:52])=[N:27][CH:28]=1. (6) Given the reactants CS(C)=[O:3].[CH3:5][C@@:6]12[C@@H:14]([C:15]([CH2:17][OH:18])=[O:16])[CH2:13][CH2:12][C@H:11]1[C@@H:10]1[CH2:19][CH2:20][C:21]3[C@@:27]([CH3:28])([C@H:9]1[CH2:8][CH2:7]2)[CH2:26][CH2:25][C:23](=[O:24])[CH:22]=3, predict the reaction product. The product is: [CH3:28][C@@:27]12[C@H:9]3[C@@H:8]([OH:3])[CH2:7][C@:6]4([CH3:5])[C@@H:14]([C:15]([CH2:17][OH:18])=[O:16])[CH2:13][CH2:12][C@H:11]4[C@@H:10]3[CH2:19][CH2:20][C:21]1=[CH:22][C:23](=[O:24])[CH2:25][CH2:26]2.